This data is from Reaction yield outcomes from USPTO patents with 853,638 reactions. The task is: Predict the reaction yield, written as a fraction of the theoretical maximum amount of product (1.0 means a 100% yield; for example, 0.34 means a 34% yield). (1) The reactants are [NH2:1][CH:2]([CH2:13][C:14]1[CH:19]=[CH:18][CH:17]=[C:16]([OH:20])[CH:15]=1)[C:3]([O:5][CH2:6][C:7]1[CH:12]=[CH:11][CH:10]=[CH:9][CH:8]=1)=[O:4].C(N(C(C)C)CC)(C)C.[CH3:30][C:31]([O:34][C:35](O[C:35]([O:34][C:31]([CH3:33])([CH3:32])[CH3:30])=[O:36])=[O:36])([CH3:33])[CH3:32]. The catalyst is C(Cl)Cl. The product is [C:31]([O:34][C:35]([NH:1][CH:2]([CH2:13][C:14]1[CH:19]=[CH:18][CH:17]=[C:16]([OH:20])[CH:15]=1)[C:3]([O:5][CH2:6][C:7]1[CH:12]=[CH:11][CH:10]=[CH:9][CH:8]=1)=[O:4])=[O:36])([CH3:33])([CH3:32])[CH3:30]. The yield is 0.990. (2) The reactants are [CH2:1]=[CH:2][CH2:3][CH2:4][CH2:5][CH2:6][CH2:7][CH2:8][CH2:9][CH:10]([OH:20])[CH2:11][CH2:12][CH2:13][CH2:14][CH2:15][CH2:16][CH2:17][CH:18]=[CH2:19].[Br:21][CH2:22][CH2:23][CH2:24][C:25](Cl)=[O:26].C(OCC)(=O)C. The catalyst is C(Cl)Cl.O. The product is [Br:21][CH2:22][CH2:23][CH2:24][C:25]([O:20][CH:10]([CH2:9][CH2:8][CH2:7][CH2:6][CH2:5][CH2:4][CH2:3][CH:2]=[CH2:1])[CH2:11][CH2:12][CH2:13][CH2:14][CH2:15][CH2:16][CH2:17][CH:18]=[CH2:19])=[O:26]. The yield is 0.900. (3) The reactants are [Br:1][C:2]1[CH:3]=[C:4]([C:8]([O:10][CH3:11])=[O:9])[O:5][C:6]=1Br.C([Mg]Cl)(C)C.O. The catalyst is O1CCCC1. The product is [Br:1][C:2]1[CH:3]=[C:4]([C:8]([O:10][CH3:11])=[O:9])[O:5][CH:6]=1. The yield is 0.560.